Dataset: Reaction yield outcomes from USPTO patents with 853,638 reactions. Task: Predict the reaction yield, written as a fraction of the theoretical maximum amount of product (1.0 means a 100% yield; for example, 0.34 means a 34% yield). (1) The reactants are [F:1][C:2]([P:8]([C:12]([F:18])([F:17])[C:13]([F:16])([F:15])[F:14])(=[O:11])[O:9]C)([F:7])[C:3]([F:6])([F:5])[F:4].[C:19]1([S:25][C:26]2[CH:31]=[CH:30][CH:29]=[CH:28][CH:27]=2)[CH:24]=[CH:23][CH:22]=[CH:21][CH:20]=1. No catalyst specified. The product is [F:7][C:2]([P:8]([C:12]([F:17])([F:18])[C:13]([F:16])([F:15])[F:14])(=[O:9])[O-:11])([F:1])[C:3]([F:6])([F:5])[F:4].[CH3:2][S+:25]([C:19]1[CH:20]=[CH:21][CH:22]=[CH:23][CH:24]=1)[C:26]1[CH:27]=[CH:28][CH:29]=[CH:30][CH:31]=1. The yield is 0.850. (2) The reactants are [CH3:1][S:2]([C:30]1[CH:35]=[CH:34][C:33]([CH2:36][CH2:37][C:38]([OH:40])=[O:39])=[CH:32][CH:31]=1)(=[N:4][C:5]([C:7]1[CH:8]=[N:9][CH:10]=[C:11]([C:13]#[C:14][C:15]2[CH:20]=[CH:19][CH:18]=[C:17]([NH:21][C:22]([C:24]3[O:25][CH:26]=[CH:27][C:28]=3[CH3:29])=[O:23])[CH:16]=2)[CH:12]=1)=[O:6])=[O:3].CCN=C=NCCCN(C)C.[CH2:52](O)[CH2:53][OH:54]. The catalyst is CN(C=O)C.CN(C1C=CN=CC=1)C.CCOC(C)=O. The product is [CH3:1][S:2]([C:30]1[CH:35]=[CH:34][C:33]([CH2:36][CH2:37][C:38]([O:40][CH2:52][CH2:53][OH:54])=[O:39])=[CH:32][CH:31]=1)(=[N:4][C:5]([C:7]1[CH:8]=[N:9][CH:10]=[C:11]([C:13]#[C:14][C:15]2[CH:20]=[CH:19][CH:18]=[C:17]([NH:21][C:22]([C:24]3[O:25][CH:26]=[CH:27][C:28]=3[CH3:29])=[O:23])[CH:16]=2)[CH:12]=1)=[O:6])=[O:3]. The yield is 0.770.